From a dataset of Forward reaction prediction with 1.9M reactions from USPTO patents (1976-2016). Predict the product of the given reaction. (1) Given the reactants [Na].Br[C:3]1[CH:4]=[N:5][CH:6]=[N:7][CH:8]=1.[CH2:9]([OH:11])[CH3:10], predict the reaction product. The product is: [CH2:9]([O:11][C:3]1[CH:4]=[N:5][CH:6]=[N:7][CH:8]=1)[CH3:10]. (2) Given the reactants [CH2:1]([O:3][C:4]1[CH:9]=[CH:8][C:7]([S:10]([N:13]2[CH2:18][CH2:17][CH:16]([C:19]([O:21]CC)=[O:20])[CH2:15][CH2:14]2)(=[O:12])=[O:11])=[CH:6][C:5]=1[C:24]1[NH:29][C:28](=[O:30])[C:27]2=[C:31]([CH3:39])[N:32]=[C:33]([CH:34]3[CH2:38][CH2:37][CH2:36][CH2:35]3)[N:26]2[N:25]=1)[CH3:2].[OH-].[Na+].O, predict the reaction product. The product is: [CH2:1]([O:3][C:4]1[CH:9]=[CH:8][C:7]([S:10]([N:13]2[CH2:18][CH2:17][CH:16]([C:19]([OH:21])=[O:20])[CH2:15][CH2:14]2)(=[O:12])=[O:11])=[CH:6][C:5]=1[C:24]1[NH:29][C:28](=[O:30])[C:27]2=[C:31]([CH3:39])[N:32]=[C:33]([CH:34]3[CH2:38][CH2:37][CH2:36][CH2:35]3)[N:26]2[N:25]=1)[CH3:2].